This data is from Catalyst prediction with 721,799 reactions and 888 catalyst types from USPTO. The task is: Predict which catalyst facilitates the given reaction. (1) Reactant: C(OC([N:8]1[CH2:13][CH2:12][N:11]([CH3:14])[CH:10]([C:15]2[CH:20]=[CH:19][CH:18]=[CH:17][CH:16]=2)[CH2:9]1)=O)(C)(C)C.[ClH:21]. Product: [ClH:21].[ClH:21].[CH3:14][N:11]1[CH2:12][CH2:13][NH:8][CH2:9][CH:10]1[C:15]1[CH:16]=[CH:17][CH:18]=[CH:19][CH:20]=1. The catalyst class is: 523. (2) Reactant: [CH3:1][C:2]1[O:6][N:5]=[C:4]([N:7]2[C:16]3[C:11](=[CH:12][CH:13]=[CH:14][N:15]=3)[CH:10]=[C:9]([C:17]([O:19]CC)=[O:18])[C:8]2=[O:22])[CH:3]=1.Cl. Product: [CH3:1][C:2]1[O:6][N:5]=[C:4]([N:7]2[C:16]3[C:11](=[CH:12][CH:13]=[CH:14][N:15]=3)[CH:10]=[C:9]([C:17]([OH:19])=[O:18])[C:8]2=[O:22])[CH:3]=1. The catalyst class is: 15.